From a dataset of Retrosynthesis with 50K atom-mapped reactions and 10 reaction types from USPTO. Predict the reactants needed to synthesize the given product. (1) Given the product CC(=O)OCC(C)(C)CC1NC(C(=O)O)C(c2cccc(Cl)c2F)C12C(=O)Nc1cc(Cl)ccc12, predict the reactants needed to synthesize it. The reactants are: CC(=O)OCC(C)(C)CC1NC(C(=O)OC(C)(C)C)C(c2cccc(Cl)c2F)C12C(=O)Nc1cc(Cl)ccc12. (2) Given the product CCCCc1nnc(SCC(=O)OC)n1Cc1ccc(N)cc1, predict the reactants needed to synthesize it. The reactants are: CCCCc1nnc(SCC(=O)OC)n1Cc1ccc([N+](=O)[O-])cc1. (3) Given the product COc1cc(C(=O)c2ncc3ccc(C(=O)O)cn23)ccc1N, predict the reactants needed to synthesize it. The reactants are: COC(=O)c1ccc2cnc(C(=O)c3ccc(N)c(OC)c3)n2c1. (4) Given the product CCOC(=O)CCc1ccn(-c2ccc(N3C[C@H](CNC(C)=O)OC3=O)cc2F)c1, predict the reactants needed to synthesize it. The reactants are: CCOC(=O)C=Cc1ccn(-c2ccc(N3C[C@H](CNC(C)=O)OC3=O)cc2F)c1. (5) Given the product CO[C@@H]1CNCC[C@@H]1NC(=O)OCc1ccccc1, predict the reactants needed to synthesize it. The reactants are: CO[C@@H]1CN(C(=O)OC(C)(C)C)CC[C@@H]1NC(=O)OCc1ccccc1.